Dataset: Catalyst prediction with 721,799 reactions and 888 catalyst types from USPTO. Task: Predict which catalyst facilitates the given reaction. (1) Reactant: [CH3:1][O:2][C:3]1[CH:4]=[CH:5][CH:6]=[CH:7][C:8]=1[O:9][CH2:10][CH2:11][NH:12][CH2:13][CH:14]([OH:30])[CH2:15][O:16][C:17]1[CH:18]=[CH:19][CH:20]=[C:21]2[NH:29][C:28]3[CH:27]=[CH:26][CH:25]=[CH:24][C:23]=3[C:22]=12.[P:31](=[O:35])([OH:34])([OH:33])[OH:32]. Product: [CH3:1][O:2][C:3]1[C:8]([O:9][CH2:10][CH2:11][NH:12][CH2:13][CH:14]([OH:30])[CH2:15][O:16][C:17]2[C:22]3[C:23]4[C:28]([NH:29][C:21]=3[CH:20]=[CH:19][CH:18]=2)=[CH:27][CH:26]=[CH:25][CH:24]=4)=[CH:7][CH:6]=[CH:5][CH:4]=1.[CH3:1][O:2][C:3]1[C:8]([O:9][CH2:10][CH2:11][NH:12][CH2:13][CH:14]([OH:30])[CH2:15][O:16][C:17]2[C:22]3[C:23]4[C:28]([NH:29][C:21]=3[CH:20]=[CH:19][CH:18]=2)=[CH:27][CH:26]=[CH:25][CH:24]=4)=[CH:7][CH:6]=[CH:5][CH:4]=1.[OH2:32].[OH:33][P:31]([OH:35])([OH:34])=[O:32].[OH:33][P:31]([OH:35])([OH:34])=[O:32]. The catalyst class is: 6. (2) Reactant: [O:1]=[C:2]1[CH2:10][C:9]2[C:4](=[CH:5][CH:6]=[C:7]([C:11]3[CH2:16][CH2:15][N:14]([C:17]([O:19][C:20]([CH3:23])([CH3:22])[CH3:21])=[O:18])[CH2:13][CH:12]=3)[CH:8]=2)[NH:3]1. Product: [O:1]=[C:2]1[CH2:10][C:9]2[C:4](=[CH:5][CH:6]=[C:7]([CH:11]3[CH2:16][CH2:15][N:14]([C:17]([O:19][C:20]([CH3:23])([CH3:22])[CH3:21])=[O:18])[CH2:13][CH2:12]3)[CH:8]=2)[NH:3]1. The catalyst class is: 358. (3) Product: [O:12]=[S:1]1(=[O:11])[C:5]2[CH:6]=[C:7]([NH:10][C:20](=[O:21])[O:22][CH2:23][C:24]([Cl:27])([Cl:26])[Cl:25])[CH:8]=[CH:9][C:4]=2[CH:3]=[CH:2]1. The catalyst class is: 7. Reactant: [S:1]1(=[O:12])(=[O:11])[C:5]2[CH:6]=[C:7]([NH2:10])[CH:8]=[CH:9][C:4]=2[CH:3]=[CH:2]1.N1C=CC=CC=1.Cl[C:20]([O:22][CH2:23][C:24]([Cl:27])([Cl:26])[Cl:25])=[O:21].O. (4) Reactant: [C:1]1([PH:7](=[O:14])[C:8]2[CH:13]=[CH:12][CH:11]=[CH:10][CH:9]=2)[CH:6]=[CH:5][CH:4]=[CH:3][CH:2]=1.[CH:15]#[C:16][CH2:17][CH2:18][CH2:19][CH2:20][CH2:21][CH3:22]. Product: [CH:15](/[P:7](=[O:14])([C:8]1[CH:13]=[CH:12][CH:11]=[CH:10][CH:9]=1)[C:1]1[CH:2]=[CH:3][CH:4]=[CH:5][CH:6]=1)=[CH:16]\[CH2:17][CH2:18][CH2:19][CH2:20][CH2:21][CH3:22]. The catalyst class is: 11.